From a dataset of Forward reaction prediction with 1.9M reactions from USPTO patents (1976-2016). Predict the product of the given reaction. (1) Given the reactants [CH3:1][O:2][C@H:3]1[CH2:8][CH2:7][C@H:6]2[C@H:9]3[C@H:19]([CH2:20][CH2:21][C@:4]12[CH3:5])[C@:17]1([CH3:18])[CH:12]([CH2:13][C@@H:14]2[O:22][C@@H:15]2[CH2:16]1)[CH2:11][CH2:10]3.O.[NH:24]1[CH2:29][CH2:28][NH:27][CH2:26][CH2:25]1, predict the reaction product. The product is: [CH3:1][O:2][C@H:3]1[CH2:8][CH2:7][C@H:6]2[C@H:9]3[C@H:19]([CH2:20][CH2:21][C@:4]12[CH3:5])[C@:17]1([CH3:18])[CH:12]([CH2:13][C@H:14]([OH:22])[C@@H:15]([N:24]2[CH2:29][CH2:28][NH:27][CH2:26][CH2:25]2)[CH2:16]1)[CH2:11][CH2:10]3. (2) Given the reactants Br[C:2]1[CH:11]=[N:10][CH:9]=[C:8]2[C:3]=1[CH:4]=[C:5]([C:12]([NH:14][CH2:15][C:16]([F:19])([F:18])[F:17])=[O:13])[CH:6]=[N:7]2.[F:20][C:21]1[CH:26]=[C:25]([F:27])[CH:24]=[CH:23][C:22]=1B(O)O.C(=O)([O-])[O-].[Cs+].[Cs+], predict the reaction product. The product is: [F:20][C:21]1[CH:26]=[C:25]([F:27])[CH:24]=[CH:23][C:22]=1[C:2]1[CH:11]=[N:10][CH:9]=[C:8]2[C:3]=1[CH:4]=[C:5]([C:12]([NH:14][CH2:15][C:16]([F:19])([F:18])[F:17])=[O:13])[CH:6]=[N:7]2. (3) Given the reactants [C:1]([O:5][C:6]([N:8]1[CH2:13][CH2:12][N:11]([C:14]2[N:19]=[C:18]([C:20]3[CH:25]=[CH:24][N:23]=[C:22](F)[CH:21]=3)[CH:17]=[C:16]([C:27](=[O:29])[NH2:28])[CH:15]=2)[CH2:10][CH2:9]1)=[O:7])([CH3:4])([CH3:3])[CH3:2].[CH:30]1([NH2:36])[CH2:35][CH2:34][CH2:33][CH2:32][CH2:31]1, predict the reaction product. The product is: [C:1]([O:5][C:6]([N:8]1[CH2:13][CH2:12][N:11]([C:14]2[N:19]=[C:18]([C:20]3[CH:25]=[CH:24][N:23]=[C:22]([NH:36][CH:30]4[CH2:35][CH2:34][CH2:33][CH2:32][CH2:31]4)[CH:21]=3)[CH:17]=[C:16]([C:27](=[O:29])[NH2:28])[CH:15]=2)[CH2:10][CH2:9]1)=[O:7])([CH3:4])([CH3:3])[CH3:2]. (4) Given the reactants [CH3:1][N:2]([C:19]1[CH:20]=[N:21][C:22]([N:32](C)[C:33](=O)C(F)(F)F)=[CH:23][C:24]=1[C:25]1[CH:30]=[CH:29][CH:28]=[CH:27][C:26]=1[CH3:31])[C:3](=[O:18])[C:4]1[CH:9]=[C:8]([C:10]([F:13])([F:12])[F:11])[CH:7]=[C:6]([C:14]([F:17])([F:16])[F:15])[CH:5]=1.C(=O)([O-])[O-].[K+].[K+], predict the reaction product. The product is: [CH3:1][N:2]([C:19]1[CH:20]=[N:21][C:22]([NH:32][CH3:33])=[CH:23][C:24]=1[C:25]1[CH:30]=[CH:29][CH:28]=[CH:27][C:26]=1[CH3:31])[C:3](=[O:18])[C:4]1[CH:5]=[C:6]([C:14]([F:16])([F:17])[F:15])[CH:7]=[C:8]([C:10]([F:11])([F:12])[F:13])[CH:9]=1. (5) Given the reactants [CH:1](OC(=O)C)=[O:2].[N:7]1[CH:12]=[CH:11][C:10]([N:13]2[CH2:18][CH2:17][CH:16]([O:19][C:20]3[CH:26]=[CH:25][C:23]([NH2:24])=[CH:22][CH:21]=3)[CH2:15][CH2:14]2)=[CH:9][CH:8]=1, predict the reaction product. The product is: [N:7]1[CH:12]=[CH:11][C:10]([N:13]2[CH2:18][CH2:17][CH:16]([O:19][C:20]3[CH:26]=[CH:25][C:23]([NH:24][CH:1]=[O:2])=[CH:22][CH:21]=3)[CH2:15][CH2:14]2)=[CH:9][CH:8]=1. (6) Given the reactants O=[C:2]1[CH2:6][CH2:5][N:4]([C:7]([O:9][C:10]([CH3:13])([CH3:12])[CH3:11])=[O:8])[CH2:3]1.[CH:14]1([NH2:17])[CH2:16][CH2:15]1.C(O[BH-](OC(=O)C)OC(=O)C)(=O)C.[Na+], predict the reaction product. The product is: [CH:14]1([NH:17][CH:2]2[CH2:6][CH2:5][N:4]([C:7]([O:9][C:10]([CH3:13])([CH3:12])[CH3:11])=[O:8])[CH2:3]2)[CH2:16][CH2:15]1. (7) Given the reactants [N+:1]([C:4]1[CH:9]=[CH:8][C:7]([N:10]2[CH2:18][CH2:17][NH:16][CH2:15][CH2:14][N:13]([C:19]3[CH:24]=[CH:23][C:22]([N+:25]([O-:27])=[O:26])=[CH:21][CH:20]=3)[CH2:12][CH2:11]2)=[CH:6][CH:5]=1)([O-:3])=[O:2].C(N(CC)CC)C.Br[CH:36]([OH:38])[CH3:37].O, predict the reaction product. The product is: [N+:1]([C:4]1[CH:5]=[CH:6][C:7]([N:10]2[CH2:11][CH2:12][N:13]([C:19]3[CH:24]=[CH:23][C:22]([N+:25]([O-:27])=[O:26])=[CH:21][CH:20]=3)[CH2:14][CH2:15][N:16]([CH2:37][CH2:36][OH:38])[CH2:17][CH2:18]2)=[CH:8][CH:9]=1)([O-:3])=[O:2].